From a dataset of Experimentally validated miRNA-target interactions with 360,000+ pairs, plus equal number of negative samples. Binary Classification. Given a miRNA mature sequence and a target amino acid sequence, predict their likelihood of interaction. (1) The miRNA is mmu-miR-139-5p with sequence UCUACAGUGCACGUGUCUCCAG. The protein sequence of the target gene is MTPARGSALSLALLLVALAADLAAGLKCVCLLCDSSNFTCQTEGACWASVMLTNGKEQVIKSCVSLPELNAQVFCHSSNNVTKTECCFTDFCNNITLHLPTASPNAPRLGPTELTVVITVPVCLLSIAAMLTIWACQDRQCTYRKTKRHNVEEALAEYSLVNAGKTLKDLIYDATASGSGSGLPLLVQRTIARTIVLQEIVGKGRFGEVWHGRWCGEDVAVKIFSSRDERSWFREAEIYQTVMLRHENILGFIAADNKDNGTWTQLWLVSEYHEQGSLYDYLNRNIVTVAGMVKLALSIA.... Result: 1 (interaction). (2) The miRNA is mmu-miR-505-5p with sequence GGGAGCCAGGAAGUAUUGAUGUU. The protein sequence of the target gene is MTPSEGARAGTGRELEMLDSLLALGGLVLLRDSVEWEGRSLLKALVKKSALCGEQVHILGCEVSEEEFREGFDSDINNRLVYHDFFRDPLNWSKTEEAFPGGPLGALRAMCKRTDPVPVTIALDSLSWLLLRLPCTTLCQVLHAVSHQDSCPGDSSSVGKVSVLGLLHEELHGPGPVGALSSLAQTEVTLGGTMGQASAHILCRRPRQRPTDQTQWFSILPDFSLDLQEGPSVESQPYSDPHIPPVDPTTHLTFNLHLSKKEREARDSLILPFQFSSEKQQALLRPRPGQATSHIFYEPD.... Result: 0 (no interaction). (3) The miRNA is mmu-miR-466q with sequence GUGCACACACACACAUACGU. The protein sequence of the target gene is MKIAVIGQSLFGQEVYCQLRKEGHEVVGVFTIPDKDGKADPLGLEAEKDGVPVFKFPRWRARGQALPEVVAKYQALGAELNVLPFCSQFIPMEVINAPRHGSIIYHPSLLPRHRGASAINWTLIHGDKKGGFTIFWADDGLDTGDLLLQKECDVLPDDTVSTLYNRFLFPEGIKGMVQAVRLIAEGTAPRRPQPEEGATYEGIQKKETAMINWDQPAEAIHNWIRGNDKVPGAWTEACGQKLTFFNSTLNTSGLVAQGEALPIPGAHRPGLVTKAGLILFGNDDRMLLVKNIQLEDGKMM.... Result: 1 (interaction). (4) The miRNA is hsa-miR-196b-5p with sequence UAGGUAGUUUCCUGUUGUUGGG. The protein sequence of the target gene is MADGVDHIDIYADVGEEFNQEAEYGGHDQIDLYDDVISPSANNGDAPEDRDYMDTLPPTVGDDVGKGAAPNVVYTYTGKRIALYIGNLTWWTTDEDLTEAVHSLGVNDILEIKFFENRANGQSKGFALVGVGSEASSKKLMDLLPKRELHGQNPVVTPCNKQFLSQFEMQSRKTTQSGQMSGEGKAGPPGGSSRAAFPQGGRGRGRFPGAVPGGDRFPGPAGPGGPPPPFPAGQTPPRPPLGPPGPPGPPGPPPPGQVLPPPLAGPPNRGDRPPPPVLFPGQPFGQPPLGPLPPGPPPPV.... Result: 0 (no interaction). (5) The miRNA is hsa-miR-181b-3p with sequence CUCACUGAACAAUGAAUGCAA. The protein sequence of the target gene is MDRGPAAVACTLLLALVACLAPASGQECDSAHFRCGSGHCIPADWRCDGTKDCSDDADEIGCAVVTCQQGYFKCQSEGQCIPNSWVCDQDQDCDDGSDERQDCSQSTCSSHQITCSNGQCIPSEYRCDHVRDCPDGADENDCQYPTCEQLTCDNGACYNTSQKCDWKVDCRDSSDEINCTEICLHNEFSCGNGECIPRAYVCDHDNDCQDGSDEHACNYPTCGGYQFTCPSGRCIYQNWVCDGEDDCKDNGDEDGCESGPHDVHKCSPREWSCPESGRCISIYKVCDGILDCPGREDENN.... Result: 0 (no interaction). (6) The miRNA is hsa-miR-4645-5p with sequence ACCAGGCAAGAAAUAUUGU. The protein sequence of the target gene is MSVNMDELKHQVMINQFVLTAGCAADQAKQLLQAAHWQFETALSAFFQETNIPYSHHHHQMMCTPANTPATPPNFPDALTMFSRLKASESFHSGGSGSPMAATATSPPPHFPHAATSSSAASSWPTAASPPGGPQHHQPQPPLWTPTPPSPASDWPPLAPQQATSEPRAHPAMEAER. Result: 0 (no interaction). (7) The miRNA is mmu-miR-7028-3p with sequence CCUUCUCUUCCCCCUCGGCCAG. The protein sequence of the target gene is MPLLRGRCPARRHYRRLALLGLQPAPRFAHSGPPRQRPLSAAEMAVGLVVFFTTFLTPAAYVLGNLKQFRRN. Result: 0 (no interaction). (8) The miRNA is rno-miR-29b-1-5p with sequence UUUCAUAUGGUGGUUUAGAUUU. The protein sequence of the target gene is MLTAVCGSLGSQHTDAPHASPPRLDLQPLQTYQGHTSPEAGDYPSPLQPGELQSLPLGPEVDFSQGYELPGASSRVTCEDLESDSPLAPGPFSKLLQPDMSHHYESWFRPTHPGTEDGSWWDLHPGTSWMDLPHTQGALTSPGHPGALQPALGGYVGDHQLCAPPPHPHPHHLLPAAGGQHLLGPPDGAKALEAAAQESQGLDSSLDAASRPKGSRRSVPRSSGQTVCRCPNCLEAERLGAPCGPDGGKKKHLHNCHIPGCGKAYAKTSHLKAHLRWHSGDRPFVCNWLFCGKRFTRSDE.... Result: 0 (no interaction). (9) The miRNA is mmu-miR-24-2-5p with sequence GUGCCUACUGAGCUGAAACAGU. The protein sequence of the target gene is MSGEENPASKPTPVQDVQGDGRWMSLHHRFVADSKDKEPEVVFIGDSLVQLMHQCEIWRELFSPLHALNFGIGGDGTQHVLWRLENGELEHIRPKIVVVWVGTNNHGHTAEQVTGGIKAIVQLVNERQPQARVVVLGLLPRGQHPNPLREKNRQVNELVRAALAGHPRAHFLDADPGFVHSDGTISHHDMYDYLHLSRLGYTPVCRALHSLLLRLLAQDQGQGAPLLEPAP. Result: 0 (no interaction).